From a dataset of Full USPTO retrosynthesis dataset with 1.9M reactions from patents (1976-2016). Predict the reactants needed to synthesize the given product. (1) Given the product [N:1]([CH2:4][C:5]1[CH:6]=[C:7]([CH3:8])[O:17][N:16]=1)=[N+:2]=[N-:3], predict the reactants needed to synthesize it. The reactants are: [N:1]([CH2:4][C:5]1C=C[C:8](C#N)=[CH:7][CH:6]=1)=[N+:2]=[N-:3].ClCC1C=C(C)[O:17][N:16]=1. (2) Given the product [F:39][C:38]([F:41])([F:40])[S:35]([O:27][C:11]1[CH:12]=[CH:13][C:14]([N:15]([CH3:26])[C:16]2[N:21]=[CH:20][C:19]3[N:22]=[CH:23][N:24]([CH3:25])[C:18]=3[CH:17]=2)=[C:9]([CH3:8])[CH:10]=1)(=[O:37])=[O:36], predict the reactants needed to synthesize it. The reactants are: C(N(CC)CC)C.[CH3:8][C:9]1[CH:10]=[C:11]([OH:27])[CH:12]=[CH:13][C:14]=1[N:15]([CH3:26])[C:16]1[N:21]=[CH:20][C:19]2[N:22]=[CH:23][N:24]([CH3:25])[C:18]=2[CH:17]=1.C1C=CC(N([S:35]([C:38]([F:41])([F:40])[F:39])(=[O:37])=[O:36])[S:35]([C:38]([F:41])([F:40])[F:39])(=[O:37])=[O:36])=CC=1. (3) Given the product [F:32][C:33]1[CH:64]=[CH:63][CH:62]=[CH:61][C:34]=1[CH2:35][N:36]1[CH:41]=[C:40]([C:42](=[O:50])[CH:43]=[C:44]([OH:49])[C:45]([OH:47])=[O:46])[C:39](=[O:51])[N:38]([CH2:52][C:53]2[CH:58]=[CH:57][CH:56]=[CH:55][C:54]=2[F:59])[C:37]1=[O:60], predict the reactants needed to synthesize it. The reactants are: C(N1C=C(C(=O)C=C(O)C(OC)=O)C(=O)N(CC2C=CC=CC=2)C1=O)C1C=CC=CC=1.[F:32][C:33]1[CH:64]=[CH:63][CH:62]=[CH:61][C:34]=1[CH2:35][N:36]1[CH:41]=[C:40]([C:42](=[O:50])[CH:43]=[C:44]([OH:49])[C:45]([O:47]C)=[O:46])[C:39](=[O:51])[N:38]([CH2:52][C:53]2[CH:58]=[CH:57][CH:56]=[CH:55][C:54]=2[F:59])[C:37]1=[O:60]. (4) Given the product [Cl:1][CH2:2][C:3]([O:5][CH2:9][C:10]1[CH:15]=[CH:14][CH:13]=[CH:12][CH:11]=1)=[O:4], predict the reactants needed to synthesize it. The reactants are: [Cl:1][CH2:2][C:3]([O-:5])=[O:4].[Na+].[I-].[Na+].[CH2:9](Cl)[C:10]1[CH:15]=[CH:14][CH:13]=[CH:12][CH:11]=1.C1(C(=CC(=C(C=1)C)C)C)C. (5) Given the product [OH:1][C@H:2]1[CH2:7][CH2:6][CH2:5][CH2:4][C@@H:3]1[NH:8][C:9]([C:11]1[C:15]2=[N:16][CH:17]=[CH:18][CH:19]=[C:14]2[NH:13][CH:12]=1)=[O:10], predict the reactants needed to synthesize it. The reactants are: [OH:1][C@H:2]1[CH2:7][CH2:6][CH2:5][CH2:4][C@@H:3]1[NH:8][C:9]([C:11]1[C:15]2=[N:16][CH:17]=[CH:18][CH:19]=[C:14]2[N:13](C(OC(C)(C)C)=O)[CH:12]=1)=[O:10].C(O)(C(F)(F)F)=O.